This data is from Full USPTO retrosynthesis dataset with 1.9M reactions from patents (1976-2016). The task is: Predict the reactants needed to synthesize the given product. The reactants are: [F:1][C:2]1[CH:7]=[CH:6][C:5]([OH:8])=[CH:4][CH:3]=1.C1(P(C2C=CC=CC=2)C2C=CC=CC=2)C=CC=CC=1.[C:28]([N:35]1[CH2:40][CH2:39][CH:38]([CH2:41]O)[CH2:37][CH2:36]1)([O:30][C:31]([CH3:34])([CH3:33])[CH3:32])=[O:29].CCOC(/N=N/C(OCC)=O)=O. Given the product [F:1][C:2]1[CH:7]=[CH:6][C:5]([O:8][CH2:41][CH:38]2[CH2:39][CH2:40][N:35]([C:28]([O:30][C:31]([CH3:32])([CH3:34])[CH3:33])=[O:29])[CH2:36][CH2:37]2)=[CH:4][CH:3]=1, predict the reactants needed to synthesize it.